The task is: Predict the reactants needed to synthesize the given product.. This data is from Full USPTO retrosynthesis dataset with 1.9M reactions from patents (1976-2016). (1) Given the product [Cl:27][C:26]1[C:17]([CH3:1])=[C:18]2[C:23](=[C:24]([O:29][CH3:30])[C:25]=1[Cl:28])[O:22][CH:21]([C:31]([F:34])([F:33])[F:32])[C:20]([C:35]([O:37][CH2:38][CH3:39])=[O:36])=[CH:19]2, predict the reactants needed to synthesize it. The reactants are: [C:1]([O-])([O-])=O.[K+].[K+].CB1OB(C)OB(C)O1.Br[C:17]1[C:26]([Cl:27])=[C:25]([Cl:28])[C:24]([O:29][CH3:30])=[C:23]2[C:18]=1[CH:19]=[C:20]([C:35]([O:37][CH2:38][CH3:39])=[O:36])[CH:21]([C:31]([F:34])([F:33])[F:32])[O:22]2. (2) Given the product [ClH:21].[NH2:12][CH2:11][C:8]1[CH:9]=[CH:10][C:5]2[NH:4][C:3](=[O:20])[N:2]([CH3:1])[C:6]=2[CH:7]=1, predict the reactants needed to synthesize it. The reactants are: [CH3:1][N:2]1[C:6]2[CH:7]=[C:8]([CH2:11][NH:12]C(=O)OC(C)(C)C)[CH:9]=[CH:10][C:5]=2[NH:4][C:3]1=[O:20].[ClH:21].CO. (3) The reactants are: [NH2:1][C:2]1[CH:9]=[CH:8][CH:7]=[C:6]([C:10]2[O:11][CH2:12][CH2:13][CH:14]=2)[C:3]=1[C:4]#[N:5].C([O-])=O.[NH4+].[S:19](Cl)(=[O:22])(=[O:21])[NH2:20]. Given the product [S:19]([NH:1][C:2]1[CH:9]=[CH:8][CH:7]=[C:6]([CH:10]2[CH2:14][CH2:13][CH2:12][O:11]2)[C:3]=1[C:4]#[N:5])(=[O:22])(=[O:21])[NH2:20], predict the reactants needed to synthesize it. (4) Given the product [CH3:1][C:2]1[CH:7]=[CH:6][C:5]([C:8](=[O:10])[CH2:9][C:14](=[O:13])[C:15]([F:18])([F:17])[F:16])=[CH:4][CH:3]=1, predict the reactants needed to synthesize it. The reactants are: [CH3:1][C:2]1[CH:7]=[CH:6][C:5]([C:8](=[O:10])[CH3:9])=[CH:4][CH:3]=1.C([O:13][C:14](=O)[C:15]([F:18])([F:17])[F:16])C. (5) Given the product [CH3:36][O:37][C:34]([C:23]1[C:22]2[C:26](=[CH:27][C:19]([C:4]3[CH:5]=[C:6]([F:18])[C:7]([O:9][CH2:10][O:11][CH2:12][CH2:13][Si:14]([CH3:17])([CH3:15])[CH3:16])=[CH:8][C:3]=3[CH2:1][CH3:2])=[CH:20][CH:21]=2)[N:25]([CH:28]2[CH2:33][CH2:32][CH2:31][CH2:30][O:29]2)[N:24]=1)=[NH:35], predict the reactants needed to synthesize it. The reactants are: [CH2:1]([C:3]1[CH:8]=[C:7]([O:9][CH2:10][O:11][CH2:12][CH2:13][Si:14]([CH3:17])([CH3:16])[CH3:15])[C:6]([F:18])=[CH:5][C:4]=1[C:19]1[CH:27]=[C:26]2[C:22]([C:23]([C:34]#[N:35])=[N:24][N:25]2[CH:28]2[CH2:33][CH2:32][CH2:31][CH2:30][O:29]2)=[CH:21][CH:20]=1)[CH3:2].[CH3:36][O-:37].[Na+].